Predict the reactants needed to synthesize the given product. From a dataset of Full USPTO retrosynthesis dataset with 1.9M reactions from patents (1976-2016). Given the product [CH3:20][O:21][C:5]1[CH:6]=[C:1]([C:7]2[CH:15]=[CH:14][CH:13]=[C:12]3[C:8]=2[C:9]2[CH:19]=[CH:18][CH:17]=[N:16][C:10]=2[NH:11]3)[CH:2]=[CH:3][CH:4]=1, predict the reactants needed to synthesize it. The reactants are: [C:1]1([C:7]2[CH:15]=[CH:14][CH:13]=[C:12]3[C:8]=2[C:9]2[CH:19]=[CH:18][CH:17]=[N:16][C:10]=2[NH:11]3)[CH:6]=[CH:5][CH:4]=[CH:3][CH:2]=1.[CH3:20][O:21]C1C=C(B(O)O)C=CC=1.